This data is from Full USPTO retrosynthesis dataset with 1.9M reactions from patents (1976-2016). The task is: Predict the reactants needed to synthesize the given product. (1) The reactants are: [CH:1]1([N:6]2[CH2:12][C:11]([CH3:14])([CH3:13])[C:10](=[O:15])[N:9]([CH3:16])[C:8]3[CH:17]=[N:18][C:19]([NH:21][C:22]4[CH:30]=[CH:29][C:25]([C:26]([OH:28])=O)=[CH:24][C:23]=4[O:31][CH3:32])=[N:20][C:7]2=3)[CH2:5][CH2:4][CH2:3][CH2:2]1.ON1C2C=CC=CC=2N=N1.F[P-](F)(F)(F)(F)F.CN(C(N(C)C)=[N+]1C2C=CC=CC=2[N+]([O-])=N1)C.[NH2:67][CH:68]1[CH2:73][CH2:72][N:71]([CH3:74])[CH2:70][CH2:69]1. Given the product [CH:1]1([N:6]2[CH2:12][C:11]([CH3:13])([CH3:14])[C:10](=[O:15])[N:9]([CH3:16])[C:8]3[CH:17]=[N:18][C:19]([NH:21][C:22]4[CH:30]=[CH:29][C:25]([C:26]([NH:67][CH:68]5[CH2:73][CH2:72][N:71]([CH3:74])[CH2:70][CH2:69]5)=[O:28])=[CH:24][C:23]=4[O:31][CH3:32])=[N:20][C:7]2=3)[CH2:5][CH2:4][CH2:3][CH2:2]1, predict the reactants needed to synthesize it. (2) Given the product [F:27][C:28]([F:33])([F:32])[C:29]([OH:31])=[O:30].[NH2:18][CH2:17][CH2:16][N:15]([CH2:14][C:13]1[N:9]([C:6]2[CH:5]=[CH:4][C:3]([C:1]#[N:2])=[CH:8][CH:7]=2)[N:10]=[CH:11][CH:12]=1)[CH3:26], predict the reactants needed to synthesize it. The reactants are: [C:1]([C:3]1[CH:8]=[CH:7][C:6]([N:9]2[C:13]([CH2:14][N:15]([CH3:26])[CH2:16][CH2:17][NH:18]C(=O)OC(C)(C)C)=[CH:12][CH:11]=[N:10]2)=[CH:5][CH:4]=1)#[N:2].[F:27][C:28]([F:33])([F:32])[C:29]([OH:31])=[O:30]. (3) The reactants are: Cl[C:2]1[N:11]=[C:10]([NH:12][CH2:13][C:14]([C:22]2[CH:27]=[CH:26][CH:25]=[CH:24][CH:23]=2)([C:16]2[CH:21]=[CH:20][CH:19]=[CH:18][CH:17]=2)[CH3:15])[C:9]2[C:4](=[CH:5][CH:6]=[CH:7][CH:8]=2)[N:3]=1.[CH3:28][N:29]([CH3:39])[C:30]1[CH:35]=[CH:34][C:33](B(O)O)=[CH:32][CH:31]=1.C1(C(C2C=CC=CN=2)CNC2C3C(=CC=CC=3)N=C(C3C=CC(NS(C)(=O)=O)=CC=3)N=2)C=CC=CC=1. Given the product [CH3:28][N:29]([CH3:39])[C:30]1[CH:35]=[CH:34][C:33]([C:2]2[N:11]=[C:10]([NH:12][CH2:13][C:14]([C:22]3[CH:27]=[CH:26][CH:25]=[CH:24][CH:23]=3)([C:16]3[CH:21]=[CH:20][CH:19]=[CH:18][CH:17]=3)[CH3:15])[C:9]3[C:4](=[CH:5][CH:6]=[CH:7][CH:8]=3)[N:3]=2)=[CH:32][CH:31]=1, predict the reactants needed to synthesize it.